Predict the product of the given reaction. From a dataset of Forward reaction prediction with 1.9M reactions from USPTO patents (1976-2016). (1) Given the reactants [NH2:1][C:2]1[N:6]([C:7]([C:9]2[CH:14]=[CH:13][CH:12]=[CH:11][C:10]=2[CH3:15])=[O:8])[N:5]=[C:4]([NH:16][C:17]2[CH:22]=[CH:21][CH:20]=[C:19]([OH:23])[CH:18]=2)[N:3]=1.C([O-])([O-])=O.[K+].[K+].Br[CH2:31][C:32]#[N:33], predict the reaction product. The product is: [NH2:1][C:2]1[N:6]([C:7]([C:9]2[CH:14]=[CH:13][CH:12]=[CH:11][C:10]=2[CH3:15])=[O:8])[N:5]=[C:4]([NH:16][C:17]2[CH:22]=[CH:21][CH:20]=[C:19]([O:23][CH2:31][C:32]#[N:33])[CH:18]=2)[N:3]=1. (2) Given the reactants [C:1]([OH:7])(=O)[CH2:2][CH2:3][CH:4]=[CH2:5].C(OC(Cl)=O)C.C(N(CC)CC)C.Cl.[CH2:22]([O:29][NH2:30])[C:23]1[CH:28]=[CH:27][CH:26]=[CH:25][CH:24]=1, predict the reaction product. The product is: [CH2:22]([O:29][NH:30][C:1](=[O:7])[CH2:2][CH2:3][CH:4]=[CH2:5])[C:23]1[CH:28]=[CH:27][CH:26]=[CH:25][CH:24]=1. (3) Given the reactants [CH3:1][C:2]1[CH:3]=[CH:4][N:5]2[C:22]=1[C:9]1([CH2:14][CH2:13][N:12](C(OC(C)(C)C)=O)[CH2:11][CH2:10]1)[O:8][C:7]1[CH:23]=[CH:24][CH:25]=[CH:26][C:6]2=1.Cl.O1CCOCC1, predict the reaction product. The product is: [CH3:1][C:2]1[CH:3]=[CH:4][N:5]2[C:6]3[CH:26]=[CH:25][CH:24]=[CH:23][C:7]=3[O:8][C:9]3([CH2:14][CH2:13][NH:12][CH2:11][CH2:10]3)[C:22]=12. (4) Given the reactants [F:1][C:2]1[CH:7]=[CH:6][CH:5]=[C:4]([F:8])[C:3]=1B(O)O.[NH2:12][C:13]1[C:14]([C:20]([O:22][CH3:23])=[O:21])=[N:15][C:16](Br)=[CH:17][N:18]=1.CCN(C(C)C)C(C)C, predict the reaction product. The product is: [NH2:12][C:13]1[C:14]([C:20]([O:22][CH3:23])=[O:21])=[N:15][C:16]([C:3]2[C:2]([F:1])=[CH:7][CH:6]=[CH:5][C:4]=2[F:8])=[CH:17][N:18]=1. (5) Given the reactants [Br:1][C:2]1[CH:3]=[CH:4][C:5]([F:11])=[C:6]([CH:10]=1)[C:7](O)=[O:8].C(Cl)(=O)C(Cl)=O.Cl.[CH3:19][NH:20][O:21][CH3:22].C(N(CC)CC)C, predict the reaction product. The product is: [Br:1][C:2]1[CH:3]=[CH:4][C:5]([F:11])=[C:6]([CH:10]=1)[C:7]([N:20]([O:21][CH3:22])[CH3:19])=[O:8]. (6) Given the reactants [CH2:1]([O:3][C:4]1[CH:9]=[C:8]([N+:10]([O-:12])=[O:11])[CH:7]=[CH:6][C:5]=1[C:13]([NH:15][NH:16]C(OC(C)(C)C)=O)=[O:14])[CH3:2], predict the reaction product. The product is: [CH2:1]([O:3][C:4]1[CH:9]=[C:8]([N+:10]([O-:12])=[O:11])[CH:7]=[CH:6][C:5]=1[C:13]([NH:15][NH2:16])=[O:14])[CH3:2]. (7) Given the reactants [F:1][C:2]1[CH:22]=[C:21]([F:23])[CH:20]=[CH:19][C:3]=1[C:4]([CH:6]1[CH2:11][CH2:10][N:9]([C:12]([O:14][C:15]([CH3:18])([CH3:17])[CH3:16])=[O:13])[CH2:8][CH2:7]1)=[O:5].[BH4-].[Na+], predict the reaction product. The product is: [F:1][C:2]1[CH:22]=[C:21]([F:23])[CH:20]=[CH:19][C:3]=1[CH:4]([OH:5])[CH:6]1[CH2:11][CH2:10][N:9]([C:12]([O:14][C:15]([CH3:17])([CH3:16])[CH3:18])=[O:13])[CH2:8][CH2:7]1.